This data is from Reaction yield outcomes from USPTO patents with 853,638 reactions. The task is: Predict the reaction yield, written as a fraction of the theoretical maximum amount of product (1.0 means a 100% yield; for example, 0.34 means a 34% yield). (1) The yield is 0.840. The product is [OH:17][C@@H:16]1[CH2:15][C@H:14]([OH:25])[C@H:13]([CH2:26]/[CH:27]=[CH:28]\[CH2:29][CH2:30][CH2:31][C:32]([O:34][CH:35]([CH3:37])[CH3:36])=[O:33])[C@H:12]1/[CH:11]=[CH:10]/[C@@H:9]([OH:8])[CH2:38][CH2:39][C:40]1[CH:41]=[CH:42][CH:43]=[CH:44][CH:45]=1. The catalyst is CC(O)C. The reactants are [Si]([O:8][C@@H:9]([CH2:38][CH2:39][C:40]1[CH:45]=[CH:44][CH:43]=[CH:42][CH:41]=1)/[CH:10]=[CH:11]/[C@H:12]1[C@H:16]([O:17][Si](C(C)(C)C)(C)C)[CH2:15][C@H:14]([OH:25])[C@@H:13]1[CH2:26]/[CH:27]=[CH:28]\[CH2:29][CH2:30][CH2:31][C:32]([O:34][CH:35]([CH3:37])[CH3:36])=[O:33])(C(C)(C)C)(C)C.C([O-])(O)=O.[Na+]. (2) The catalyst is C1COCC1. The product is [C:39]([O:43][C:44]([N:46]([CH:19]([C:21]1[CH:26]=[CH:25][C:24]([C:27]2[CH:32]=[CH:31][C:30]([C:33]([F:36])([F:35])[F:34])=[CH:29][CH:28]=2)=[CH:23][CH:22]=1)[CH2:18][CH2:17][C:16]([F:38])([F:37])[F:15])[C:47]1[CH:56]=[CH:55][C:50]([C:51]([O:53][CH3:54])=[O:52])=[CH:49][N:48]=1)=[O:45])([CH3:42])([CH3:40])[CH3:41]. The reactants are N(C(OC(C)C)=O)=NC(OC(C)C)=O.[F:15][C:16]([F:38])([F:37])[CH2:17][CH2:18][CH:19]([C:21]1[CH:26]=[CH:25][C:24]([C:27]2[CH:32]=[CH:31][C:30]([C:33]([F:36])([F:35])[F:34])=[CH:29][CH:28]=2)=[CH:23][CH:22]=1)O.[C:39]([O:43][C:44]([NH:46][C:47]1[CH:56]=[CH:55][C:50]([C:51]([O:53][CH3:54])=[O:52])=[CH:49][N:48]=1)=[O:45])([CH3:42])([CH3:41])[CH3:40].C1(P(C2C=CC=CC=2)C2C=CC=CC=2)C=CC=CC=1. The yield is 0.210. (3) The reactants are [F:1][CH:2]([F:16])[C:3]1[N:8]2[N:9]=[C:10]([C:12]([OH:14])=O)[N:11]=[C:7]2[N:6]=[C:5]([CH3:15])[CH:4]=1.[NH2:17][C:18]1[CH:19]=[C:20]([C:24]([C:26]2[C:34]3[CH:33]=[N:32][CH:31]=[N:30][C:29]=3[N:28]([CH:35]([CH3:37])[CH3:36])[CH:27]=2)=[O:25])[CH:21]=[N:22][CH:23]=1.CN(C(ON1N=NC2C=CC=NC1=2)=[N+](C)C)C.F[P-](F)(F)(F)(F)F.CCN(C(C)C)C(C)C. The catalyst is CN(C=O)C. The product is [CH:35]([N:28]1[C:29]2[N:30]=[CH:31][N:32]=[CH:33][C:34]=2[C:26]([C:24]([C:20]2[CH:19]=[C:18]([NH:17][C:12]([C:10]3[N:11]=[C:7]4[N:6]=[C:5]([CH3:15])[CH:4]=[C:3]([CH:2]([F:1])[F:16])[N:8]4[N:9]=3)=[O:14])[CH:23]=[N:22][CH:21]=2)=[O:25])=[CH:27]1)([CH3:37])[CH3:36]. The yield is 0.120. (4) The reactants are Br[C:2]1[CH:7]=[C:6]([F:8])[CH:5]=[C:4]([F:9])[CH:3]=1.[O:10]1[CH2:15][CH2:14][C:13](=[O:16])[CH2:12][CH2:11]1. The catalyst is C1COCC1. The product is [F:9][C:4]1[CH:3]=[C:2]([C:13]2([OH:16])[CH2:14][CH2:15][O:10][CH2:11][CH2:12]2)[CH:7]=[C:6]([F:8])[CH:5]=1. The yield is 0.370.